This data is from Full USPTO retrosynthesis dataset with 1.9M reactions from patents (1976-2016). The task is: Predict the reactants needed to synthesize the given product. (1) The reactants are: C([Li])CCC.C(NC(C)C)(C)C.[Si:13]([O:30][CH2:31][C:32]1[C:33]([F:39])=[N:34][C:35]([F:38])=[CH:36][CH:37]=1)([C:26]([CH3:29])([CH3:28])[CH3:27])([C:20]1[CH:25]=[CH:24][CH:23]=[CH:22][CH:21]=1)[C:14]1[CH:19]=[CH:18][CH:17]=[CH:16][CH:15]=1.[C:40](=[O:42])=[O:41]. Given the product [Si:13]([O:30][CH2:31][C:32]1[C:33]([F:39])=[N:34][C:35]([F:38])=[C:36]([CH:37]=1)[C:40]([OH:42])=[O:41])([C:26]([CH3:29])([CH3:28])[CH3:27])([C:14]1[CH:19]=[CH:18][CH:17]=[CH:16][CH:15]=1)[C:20]1[CH:25]=[CH:24][CH:23]=[CH:22][CH:21]=1, predict the reactants needed to synthesize it. (2) The reactants are: [CH:1]([C:3]1[CH:18]=[CH:17][C:6]([O:7][C:8]2[CH:16]=[CH:15][C:11]([C:12]([NH2:14])=[O:13])=[CH:10][N:9]=2)=[CH:5][CH:4]=1)=O.[CH2:19]([N:26]1[CH2:31][CH2:30][NH:29][CH2:28][CH2:27]1)[C:20]1[CH:25]=[CH:24][CH:23]=[CH:22][CH:21]=1.[BH4-].[Na+]. Given the product [CH2:19]([N:26]1[CH2:31][CH2:30][N:29]([CH2:1][C:3]2[CH:18]=[CH:17][C:6]([O:7][C:8]3[CH:16]=[CH:15][C:11]([C:12]([NH2:14])=[O:13])=[CH:10][N:9]=3)=[CH:5][CH:4]=2)[CH2:28][CH2:27]1)[C:20]1[CH:21]=[CH:22][CH:23]=[CH:24][CH:25]=1, predict the reactants needed to synthesize it. (3) Given the product [C:1]([O:5][C:6](=[O:15])[N:7]([C:17]1[S:18][CH:19]=[C:20]([Br:22])[N:21]=1)[C:8]1[CH:9]=[CH:10][C:11]([F:14])=[CH:12][CH:13]=1)([CH3:4])([CH3:2])[CH3:3], predict the reactants needed to synthesize it. The reactants are: [C:1]([O:5][C:6](=[O:15])[NH:7][C:8]1[CH:13]=[CH:12][C:11]([F:14])=[CH:10][CH:9]=1)([CH3:4])([CH3:3])[CH3:2].Br[C:17]1[S:18][CH:19]=[C:20]([Br:22])[N:21]=1.CC([O-])=O.[K+]. (4) The reactants are: [Cl:1][C:2]1[CH:7]=[CH:6][C:5]([N:8]2[CH2:13][CH2:12][O:11][CH2:10][CH2:9]2)=[CH:4][C:3]=1[N:14]1[CH2:19][CH2:18][NH:17][CH2:16][C:15]1=[O:20].C(N(CC)CC)C.[Cl:28][C:29]1[C:37]([Cl:38])=[CH:36][CH:35]=[CH:34][C:30]=1[C:31](Cl)=[O:32].C(=O)([O-])O.[Na+]. Given the product [Cl:1][C:2]1[CH:7]=[CH:6][C:5]([N:8]2[CH2:13][CH2:12][O:11][CH2:10][CH2:9]2)=[CH:4][C:3]=1[N:14]1[CH2:19][CH2:18][N:17]([C:31]([C:30]2[CH:34]=[CH:35][CH:36]=[C:37]([Cl:38])[C:29]=2[Cl:28])=[O:32])[CH2:16][C:15]1=[O:20], predict the reactants needed to synthesize it. (5) The reactants are: [OH:1][CH2:2][CH2:3][N:4]1[C:8](=[O:9])[C:7]2=[CH:10][CH:11]=[CH:12][CH:13]=[C:6]2[C:5]1=[O:14].[H][H].Cl[CH2:18][C:19](=[O:26])[CH2:20][C:21]([O:23][CH2:24][CH3:25])=[O:22].C(O)(=O)C. Given the product [C:8]1(=[O:9])[N:4]([CH2:3][CH2:2][O:1][CH2:18][C:19](=[O:26])[CH2:20][C:21]([O:23][CH2:24][CH3:25])=[O:22])[C:5](=[O:14])[C:6]2=[CH:13][CH:12]=[CH:11][CH:10]=[C:7]12, predict the reactants needed to synthesize it. (6) Given the product [Cl:16][C:17]1[CH:18]=[C:19]2[C:23](=[CH:24][CH:25]=1)[NH:22][C:21]([S:26]([N:29]1[CH2:34][CH2:33][N:32]([C:11](=[O:13])[C:10]3[CH:9]=[CH:8][C:7]([N:2]4[CH:6]=[CH:5][N:4]=[CH:3]4)=[CH:15][CH:14]=3)[CH2:31][CH2:30]1)(=[O:28])=[O:27])=[CH:20]2, predict the reactants needed to synthesize it. The reactants are: Cl.[N:2]1([C:7]2[CH:15]=[CH:14][C:10]([C:11]([OH:13])=O)=[CH:9][CH:8]=2)[CH:6]=[CH:5][N:4]=[CH:3]1.[Cl:16][C:17]1[CH:18]=[C:19]2[C:23](=[CH:24][CH:25]=1)[NH:22][C:21]([S:26]([N:29]1[CH2:34][CH2:33][NH:32][CH2:31][CH2:30]1)(=[O:28])=[O:27])=[CH:20]2. (7) Given the product [OH:21][CH:12]([CH:9]1[CH2:10][CH2:11][C:6](=[O:5])[CH2:7][CH2:8]1)[CH2:13][O:14][C:15]1[CH:20]=[CH:19][CH:18]=[CH:17][CH:16]=1, predict the reactants needed to synthesize it. The reactants are: Cl.O1[C:6]2([CH2:11][CH2:10][CH:9]([CH:12]([OH:21])[CH2:13][O:14][C:15]3[CH:20]=[CH:19][CH:18]=[CH:17][CH:16]=3)[CH2:8][CH2:7]2)[O:5]CC1. (8) Given the product [CH3:18][O:17][CH2:16][O:15][C:12]1[C:11]([CH2:19][CH2:20][CH3:21])=[C:10]2[C:9](=[CH:14][CH:13]=1)[C:3]([C:4]([F:6])([F:5])[F:7])([C:2]([F:1])([F:24])[F:25])[O:8][CH2:22]2, predict the reactants needed to synthesize it. The reactants are: [F:1][C:2]([F:25])([F:24])[C:3]([C:9]1[CH:14]=[CH:13][C:12]([O:15][CH2:16][O:17][CH3:18])=[C:11]([CH2:19][CH2:20][CH3:21])[C:10]=1[CH2:22]O)([OH:8])[C:4]([F:7])([F:6])[F:5].C1(P(C2C=CC=CC=2)C2C=CC=CC=2)C=CC=CC=1.N(C(OCC)=O)=NC(OCC)=O.O. (9) Given the product [CH3:21][O:20][C:17]1[CH:16]=[CH:15][C:12]([CH:13]=[O:14])=[C:11]([O:10][CH2:22][O:23][CH3:24])[C:18]=1[O:19][CH2:33][O:34][CH3:35], predict the reactants needed to synthesize it. The reactants are: CCN(C(C)C)C(C)C.[OH:10][C:11]1[C:18]([OH:19])=[C:17]([O:20][CH3:21])[CH:16]=[CH:15][C:12]=1[CH:13]=[O:14].[CH2:22](Cl)[O:23][CH3:24].CCCCCC.C[CH2:33][O:34][C:35](C)=O. (10) Given the product [F:22][C:19]1[CH:18]=[CH:17][C:16]([O:15][C:12]2[CH:11]=[CH:10][CH:9]=[C:8]3[C:13]=2[CH:14]=[C:6]([C:4]([OH:5])=[O:3])[NH:7]3)=[CH:21][CH:20]=1, predict the reactants needed to synthesize it. The reactants are: C([O:3][C:4]([C:6]1[NH:7][C:8]2[C:13]([CH:14]=1)=[C:12]([O:15][C:16]1[CH:21]=[CH:20][C:19]([F:22])=[CH:18][CH:17]=1)[CH:11]=[CH:10][CH:9]=2)=[O:5])C.[Li+].[OH-].